This data is from Reaction yield outcomes from USPTO patents with 853,638 reactions. The task is: Predict the reaction yield, written as a fraction of the theoretical maximum amount of product (1.0 means a 100% yield; for example, 0.34 means a 34% yield). (1) The reactants are [C:1]1([C@H:7]2[CH2:13][N:12]([C:14]([CH:16]3[CH2:21][CH2:20][O:19][CH2:18][CH2:17]3)=[O:15])[CH2:11][C:10]3[CH:22]=[CH:23][C:24]([C:26]([O:28]C)=O)=[CH:25][C:9]=3[O:8]2)[CH:6]=[CH:5][CH:4]=[CH:3][CH:2]=1.[OH-:30].[Na+].[NH2:32]O. The catalyst is C1COCC1.CO. The product is [OH:30][NH:32][C:26]([C:24]1[CH:23]=[CH:22][C:10]2[CH2:11][N:12]([C:14]([CH:16]3[CH2:21][CH2:20][O:19][CH2:18][CH2:17]3)=[O:15])[CH2:13][C@H:7]([C:1]3[CH:6]=[CH:5][CH:4]=[CH:3][CH:2]=3)[O:8][C:9]=2[CH:25]=1)=[O:28]. The yield is 0.540. (2) The reactants are [OH-].[K+].[Cl:3][C:4]1[CH:9]=[CH:8][C:7]([C:10]2[N:15]=[C:14]([C:16]([O:18]CC)=[O:17])[CH:13]=[CH:12][C:11]=2[C:21]2[C:26]([O:27][CH3:28])=[CH:25][CH:24]=[CH:23][C:22]=2[O:29][CH3:30])=[CH:6][C:5]=1[O:31][CH2:32][CH2:33][CH2:34][N:35]([CH3:37])[CH3:36].Cl. The catalyst is CCO. The product is [Cl:3][C:4]1[CH:9]=[CH:8][C:7]([C:10]2[N:15]=[C:14]([C:16]([OH:18])=[O:17])[CH:13]=[CH:12][C:11]=2[C:21]2[C:26]([O:27][CH3:28])=[CH:25][CH:24]=[CH:23][C:22]=2[O:29][CH3:30])=[CH:6][C:5]=1[O:31][CH2:32][CH2:33][CH2:34][N:35]([CH3:37])[CH3:36]. The yield is 1.00. (3) The reactants are [CH:1]([O:4][C:5]1[CH:27]=[N:26][C:8]2[N:9]([CH3:25])[C:10](=[O:24])[N:11]([CH2:14][CH2:15][CH2:16][O:17][CH:18]3[CH2:23][CH2:22][CH2:21][CH2:20][O:19]3)[C:12](=[O:13])[C:7]=2[CH:6]=1)([CH3:3])[CH3:2].[Li+].CC([N-]C(C)C)C.[Cl:36][C:37]1[CH:44]=[CH:43][C:40]([CH:41]=[O:42])=[CH:39][CH:38]=1. The catalyst is C1COCC1. The product is [Cl:36][C:37]1[CH:44]=[CH:43][C:40]([CH:41]([OH:42])[C:6]2[C:7]3[C:12](=[O:13])[N:11]([CH2:14][CH2:15][CH2:16][O:17][CH:18]4[CH2:23][CH2:22][CH2:21][CH2:20][O:19]4)[C:10](=[O:24])[N:9]([CH3:25])[C:8]=3[N:26]=[CH:27][C:5]=2[O:4][CH:1]([CH3:3])[CH3:2])=[CH:39][CH:38]=1. The yield is 0.536.